Task: Regression. Given two drug SMILES strings and cell line genomic features, predict the synergy score measuring deviation from expected non-interaction effect.. Dataset: NCI-60 drug combinations with 297,098 pairs across 59 cell lines (1) Drug 1: C1=CC=C(C=C1)NC(=O)CCCCCCC(=O)NO. Drug 2: CC(C)(C#N)C1=CC=C(C=C1)N2C3=C4C=C(C=CC4=NC=C3N(C2=O)C)C5=CC6=CC=CC=C6N=C5. Cell line: SW-620. Synergy scores: CSS=77.1, Synergy_ZIP=5.70, Synergy_Bliss=4.26, Synergy_Loewe=-1.96, Synergy_HSA=4.76. (2) Drug 1: C1=CC=C(C(=C1)C(C2=CC=C(C=C2)Cl)C(Cl)Cl)Cl. Drug 2: C1C(C(OC1N2C=NC3=C2NC=NCC3O)CO)O. Cell line: OVCAR-5. Synergy scores: CSS=2.68, Synergy_ZIP=-1.59, Synergy_Bliss=-1.99, Synergy_Loewe=2.04, Synergy_HSA=-1.13. (3) Drug 1: CCC1=C2CN3C(=CC4=C(C3=O)COC(=O)C4(CC)O)C2=NC5=C1C=C(C=C5)O. Drug 2: CCC1(C2=C(COC1=O)C(=O)N3CC4=CC5=C(C=CC(=C5CN(C)C)O)N=C4C3=C2)O.Cl. Cell line: HL-60(TB). Synergy scores: CSS=88.7, Synergy_ZIP=3.70, Synergy_Bliss=2.95, Synergy_Loewe=2.57, Synergy_HSA=3.03. (4) Drug 1: CC(C1=C(C=CC(=C1Cl)F)Cl)OC2=C(N=CC(=C2)C3=CN(N=C3)C4CCNCC4)N. Drug 2: CC1CCC2CC(C(=CC=CC=CC(CC(C(=O)C(C(C(=CC(C(=O)CC(OC(=O)C3CCCCN3C(=O)C(=O)C1(O2)O)C(C)CC4CCC(C(C4)OC)OCCO)C)C)O)OC)C)C)C)OC. Cell line: NCI/ADR-RES. Synergy scores: CSS=6.55, Synergy_ZIP=-2.30, Synergy_Bliss=-3.39, Synergy_Loewe=-9.92, Synergy_HSA=-4.23. (5) Drug 1: CCCS(=O)(=O)NC1=C(C(=C(C=C1)F)C(=O)C2=CNC3=C2C=C(C=N3)C4=CC=C(C=C4)Cl)F. Drug 2: C1CC(=O)NC(=O)C1N2CC3=C(C2=O)C=CC=C3N. Cell line: 786-0. Synergy scores: CSS=4.50, Synergy_ZIP=-2.60, Synergy_Bliss=-0.770, Synergy_Loewe=0.434, Synergy_HSA=0.444.